From a dataset of Rat liver microsome stability data. Regression/Classification. Given a drug SMILES string, predict its absorption, distribution, metabolism, or excretion properties. Task type varies by dataset: regression for continuous measurements (e.g., permeability, clearance, half-life) or binary classification for categorical outcomes (e.g., BBB penetration, CYP inhibition). Dataset: rlm. (1) The molecule is O=C(CSc1nnnn1-c1ccc(C2CC2)cc1Cl)Nc1ccc(C#CCO)cc1Cl. The result is 1 (stable in rat liver microsomes). (2) The drug is O=C(COc1ccccc1)NC(c1ccccc1F)c1cc(Cl)c2cccnc2c1O. The result is 1 (stable in rat liver microsomes).